Dataset: Catalyst prediction with 721,799 reactions and 888 catalyst types from USPTO. Task: Predict which catalyst facilitates the given reaction. Reactant: [C:1]([N:4]1[C:13]2[C:8](=[CH:9][C:10]([S:14]([CH3:17])(=[O:16])=[O:15])=[CH:11][CH:12]=2)[C@H:7]([NH:18]C(=O)OCC2C=CC=CC=2)[C@@H:6]([CH3:29])[C@@H:5]1[CH:30]1[CH2:32][CH2:31]1)(=[O:3])[CH3:2]. Product: [NH2:18][C@H:7]1[C:8]2[C:13](=[CH:12][CH:11]=[C:10]([S:14]([CH3:17])(=[O:16])=[O:15])[CH:9]=2)[N:4]([C:1](=[O:3])[CH3:2])[C@@H:5]([CH:30]2[CH2:32][CH2:31]2)[C@@H:6]1[CH3:29]. The catalyst class is: 19.